Dataset: Forward reaction prediction with 1.9M reactions from USPTO patents (1976-2016). Task: Predict the product of the given reaction. (1) Given the reactants Br[C:2]1[CH:11]=[CH:10][C:9]([O:12][CH3:13])=[C:8]2[C:3]=1[CH:4]=[CH:5][CH:6]=[N:7]2.C(C(CCCC)C([O-])=O)C.[K+].[Cl:25][C:26]1[N:27]=[N:28][C:29](Cl)=[CH:30][CH:31]=1.C(=O)([O-])[O-].[Na+].[Na+], predict the reaction product. The product is: [Cl:25][C:26]1[N:27]=[N:28][C:29]([C:2]2[CH:11]=[CH:10][C:9]([O:12][CH3:13])=[C:8]3[C:3]=2[CH:4]=[CH:5][CH:6]=[N:7]3)=[CH:30][CH:31]=1. (2) Given the reactants FC(F)(F)[C:3]([OH:5])=O.C(O[C:13](=[O:56])[NH:14][C@@H:15]1[CH2:19][CH2:18][N:17]([C:20]2[N:28]=[C:27]3[C:23]([N:24]=[CH:25][N:26]3[C@@H:29]3[CH2:33][C@H:32]([NH:34][C:35](=[O:38])CC)[C@@H:31]([OH:39])[C@H:30]3[OH:40])=[C:22]([NH:41][CH2:42][CH:43]([C:50]3[CH:55]=[CH:54][CH:53]=[CH:52][CH:51]=3)[C:44]3[CH:49]=[CH:48][CH:47]=[CH:46][CH:45]=3)[N:21]=2)[CH2:16]1)(C)(C)C.ClC1N=C2C(N=C[N:64]2[C@@H:67]2[CH2:71][C@H:70]([NH:72]C(=O)CC)[C@@H:69](O)[C@H]2O)=C(NCC(C2C=CC=CC=2)C2C=CC=CC=2)N=1.COC(=O)N[C@H]1C[C@@H](N2C=NC3C2=NC(Cl)=NC=3NCC(C2C=CC=CC=2)C2C=CC=CC=2)[C@H](O)[C@@H]1O, predict the reaction product. The product is: [CH3:3][O:5][C:35](=[O:38])[NH:34][C@H:32]1[CH2:33][C@@H:29]([N:26]2[CH:25]=[N:24][C:23]3[C:27]2=[N:28][C:20]([N:17]2[CH2:18][CH2:19][C@@H:15]([NH:14][C:13]([NH:72][C@@H:70]4[CH2:71][CH2:67][NH:64][CH2:69]4)=[O:56])[CH2:16]2)=[N:21][C:22]=3[NH:41][CH2:42][CH:43]([C:44]2[CH:49]=[CH:48][CH:47]=[CH:46][CH:45]=2)[C:50]2[CH:51]=[CH:52][CH:53]=[CH:54][CH:55]=2)[C@H:30]([OH:40])[C@@H:31]1[OH:39]. (3) Given the reactants [CH3:1][C@H:2]([CH2:15][CH2:16][CH2:17][CH2:18][OH:19])[CH2:3][CH2:4][C:5]1[CH:10]=[CH:9][CH:8]=[CH:7][C:6]=1[C:11]([OH:14])([CH3:13])[CH3:12].C(N(CC)CC)C, predict the reaction product. The product is: [CH3:1][C@H:2]([CH2:15][CH2:16][CH2:17][CH:18]=[O:19])[CH2:3][CH2:4][C:5]1[CH:10]=[CH:9][CH:8]=[CH:7][C:6]=1[C:11]([OH:14])([CH3:12])[CH3:13]. (4) Given the reactants Br[CH2:2][C:3]1[CH:12]=[C:11]([O:13][CH3:14])[CH:10]=[CH:9][C:4]=1[C:5]([O:7][CH3:8])=[O:6].[NH:15]1[CH2:20][CH2:19][O:18][CH2:17][CH2:16]1.O, predict the reaction product. The product is: [CH3:14][O:13][C:11]1[CH:10]=[CH:9][C:4]([C:5]([O:7][CH3:8])=[O:6])=[C:3]([CH2:2][N:15]2[CH2:20][CH2:19][O:18][CH2:17][CH2:16]2)[CH:12]=1. (5) The product is: [CH3:21][N:18]1[C:17]([CH2:22][N:23]2[CH2:24][CH2:25][CH:26]([C:29]3([OH:35])[CH2:30][CH2:31][O:32][CH2:33][CH2:34]3)[CH2:27][CH2:28]2)=[N:16][C:15]2[C:19]1=[N:20][C:12]([N:3]1[C:4]3[CH:10]=[CH:9][CH:8]=[CH:7][C:5]=3[N:6]=[C:2]1[CH3:1])=[N:13][C:14]=2[N:36]1[CH2:41][CH2:40][O:39][CH2:38][CH2:37]1. Given the reactants [CH3:1][C:2]1[NH:3][C:4]2[CH:10]=[CH:9][CH:8]=[CH:7][C:5]=2[N:6]=1.Cl[C:12]1[N:20]=[C:19]2[C:15]([N:16]=[C:17]([CH2:22][N:23]3[CH2:28][CH2:27][CH:26]([C:29]4([OH:35])[CH2:34][CH2:33][O:32][CH2:31][CH2:30]4)[CH2:25][CH2:24]3)[N:18]2[CH3:21])=[C:14]([N:36]2[CH2:41][CH2:40][O:39][CH2:38][CH2:37]2)[N:13]=1, predict the reaction product. (6) Given the reactants BrCCCOC1C=CC(C2(C#[N:19])CCCCC2)=CC=1.Cl[CH2:21][CH2:22][CH2:23][O:24][C:25]1[CH:30]=[CH:29][C:28]([C:31]2([C:37]#[N:38])[CH2:36][CH2:35][CH2:34][CH2:33][CH2:32]2)=[CH:27][CH:26]=1.C(N(CC)C(C)C)(C)C.[CH3:48][C:49]1([CH3:54])[CH2:53][CH2:52][CH2:51][NH:50]1, predict the reaction product. The product is: [NH3:19].[CH3:48][C:49]1([CH3:54])[CH2:53][CH2:52][CH2:51][N:50]1[CH2:21][CH2:22][CH2:23][O:24][C:25]1[CH:30]=[CH:29][C:28]([C:31]2([C:37]#[N:38])[CH2:36][CH2:35][CH2:34][CH2:33][CH2:32]2)=[CH:27][CH:26]=1. (7) Given the reactants Cl[C:2]1[CH:3]=[C:4]([C:8]#[C:9][CH:10]=[N:11][OH:12])[CH:5]=[CH:6][CH:7]=1.[CH3:13]C1C=C(C#CC=O)C=CC=1, predict the reaction product. The product is: [OH:12][N:11]=[CH:10][C:9]#[C:8][C:4]1[CH:5]=[CH:6][CH:7]=[C:2]([CH3:13])[CH:3]=1. (8) Given the reactants [N:1]([C@H:4]1[CH2:9][CH2:8][C@H:7]([N:10]([CH3:22])[C:11]([C:13]2[CH:21]=[CH:20][C:16]3=[N:17][O:18][N:19]=[C:15]3[CH:14]=2)=[O:12])[CH2:6][CH2:5]1)=[N+]=[N-].C1C=CC(P(C2C=CC=CC=2)C2C=CC=CC=2)=CC=1.N, predict the reaction product. The product is: [NH2:1][C@H:4]1[CH2:9][CH2:8][C@H:7]([N:10]([CH3:22])[C:11]([C:13]2[CH:21]=[CH:20][C:16]3=[N:17][O:18][N:19]=[C:15]3[CH:14]=2)=[O:12])[CH2:6][CH2:5]1. (9) Given the reactants [F:1][C:2]1[CH:23]=[CH:22][CH:21]=[C:20]([F:24])[C:3]=1[CH2:4][O:5][C:6]1[C:7]2[N:8]([C:13]([C:17](O)=[O:18])=[C:14]([CH3:16])[N:15]=2)[CH:9]=[C:10]([CH3:12])[CH:11]=1.CN(C(ON1N=NC2C=CC=NC1=2)=[N+](C)C)C.F[P-](F)(F)(F)(F)F.C(N(CC)C(C)C)(C)C.Cl.Cl.[NH2:60][CH:61]([C:64]1[N:69]=[C:68]([C:70]([O:72][CH2:73][CH3:74])=[O:71])[CH:67]=[CH:66][CH:65]=1)[CH2:62][NH2:63].NC(C1N=C(C(OCC)=O)C=CC=1)CNC(OC(C)(C)C)=O.Cl, predict the reaction product. The product is: [NH2:60][CH:61]([C:64]1[N:69]=[C:68]([C:70]([O:72][CH2:73][CH3:74])=[O:71])[CH:67]=[CH:66][CH:65]=1)[CH2:62][NH:63][C:17]([C:13]1[N:8]2[CH:9]=[C:10]([CH3:12])[CH:11]=[C:6]([O:5][CH2:4][C:3]3[C:20]([F:24])=[CH:21][CH:22]=[CH:23][C:2]=3[F:1])[C:7]2=[N:15][C:14]=1[CH3:16])=[O:18]. (10) Given the reactants [C:1]([OH:9])(=O)[C:2]1[CH:7]=[CH:6][CH:5]=[CH:4][CH:3]=1.[CH3:10]/[C:11](/[CH2:15][CH2:16][CH:17]=[C:18]([CH3:20])[CH3:19])=[CH:12]\[CH2:13][NH2:14].C(N(CC)CC)C.C1C=CC(P(N=[N+]=[N-])(C2C=CC=CC=2)=O)=CC=1, predict the reaction product. The product is: [CH3:10]/[C:11](/[CH2:15][CH2:16][CH:17]=[C:18]([CH3:20])[CH3:19])=[CH:12]\[CH2:13][NH:14][C:1](=[O:9])[C:2]1[CH:3]=[CH:4][CH:5]=[CH:6][CH:7]=1.